Dataset: Reaction yield outcomes from USPTO patents with 853,638 reactions. Task: Predict the reaction yield, written as a fraction of the theoretical maximum amount of product (1.0 means a 100% yield; for example, 0.34 means a 34% yield). (1) The yield is 0.650. The catalyst is ClCCl. The reactants are [CH3:1][O:2][C:3]1[CH:4]=[C:5]([CH:19]=[CH:20][CH:21]=1)[O:6][C:7]1[CH:8]=[CH:9][C:10]2[N:14]=[C:13]([CH2:15][OH:16])[N:12]([CH3:17])[C:11]=2[CH:18]=1.O[C:23]1[CH:24]=[C:25]([CH:30]=[CH:31][CH:32]=1)[C:26]([O:28][CH3:29])=[O:27].C(P(CCCC)CCCC)CCC.N(C(N1CCCCC1)=O)=NC(N1CCCCC1)=O. The product is [CH3:1][O:2][C:3]1[CH:4]=[C:5]([CH:19]=[CH:20][CH:21]=1)[O:6][C:7]1[CH:8]=[CH:9][C:10]2[N:14]=[C:13]([CH2:15][O:16][C:23]3[CH:24]=[C:25]([CH:30]=[CH:31][CH:32]=3)[C:26]([O:28][CH3:29])=[O:27])[N:12]([CH3:17])[C:11]=2[CH:18]=1. (2) The reactants are P(F)(F)(F)(F)F.N1(OC(N(C)C)=[N+](C)C)C2N=CC=CC=2N=N1.C(N(C(C)C)CC)(C)C.[OH:33][C:34]1[CH:42]=[C:41]([OH:43])[CH:40]=[CH:39][C:35]=1[C:36]([OH:38])=O.[Cl:44][C:45]1[CH:46]=[C:47]([CH:52]2[CH2:56][CH2:55][CH2:54][NH:53]2)[CH:48]=[C:49]([Cl:51])[CH:50]=1.C([O-])(O)=O.[Na+]. The catalyst is CN(C=O)C. The product is [Cl:51][C:49]1[CH:48]=[C:47]([CH:52]2[CH2:56][CH2:55][CH2:54][N:53]2[C:36]([C:35]2[CH:39]=[CH:40][C:41]([OH:43])=[CH:42][C:34]=2[OH:33])=[O:38])[CH:46]=[C:45]([Cl:44])[CH:50]=1. The yield is 0.240. (3) The reactants are I[C:2]1[CH:7]=[CH:6][CH:5]=[CH:4][C:3]=1[N+:8]([O-])=O.[C:11]([NH:26][C:27]1[CH:32]=[CH:31][CH:30]=[CH:29][CH:28]=1)(=O)[CH2:12][CH2:13][CH2:14][CH2:15][CH2:16][CH2:17][CH2:18][CH2:19][CH2:20][CH2:21][CH2:22][CH2:23][CH3:24]. No catalyst specified. The product is [C:3]1([N:8]2[C:32]3[CH:31]=[CH:30][CH:29]=[CH:28][C:27]=3[N:26]=[C:11]2[CH2:12][CH2:13][CH2:14][CH2:15][CH2:16][CH2:17][CH2:18][CH2:19][CH2:20][CH2:21][CH2:22][CH2:23][CH3:24])[CH:4]=[CH:5][CH:6]=[CH:7][CH:2]=1. The yield is 0.690.